From a dataset of Experimentally validated miRNA-target interactions with 360,000+ pairs, plus equal number of negative samples. Binary Classification. Given a miRNA mature sequence and a target amino acid sequence, predict their likelihood of interaction. (1) The miRNA is hsa-miR-548at-5p with sequence AAAAGUUAUUGCGGUUUUGGCU. The protein sequence of the target gene is MDSASQDINLNSPNKGVLSDFMTDVPVDPGVVHRTPVVEGLTEGEEEELRAELAKVEEEIVTLRQVLAAKERHCGELKRRLGLSTLGELKQNLSRSWHDVQVSTAYVKTSEKLGEWNEKVTQSDLYKKTQETLSQAGQKTSAALSTMGSAISRKLGDMSSYSIRHSISMPVMRNSATFKSFEDRVGTIKSKVVGGRENGSDNLPPSPGSGDQTLPDHAPF. Result: 0 (no interaction). (2) The miRNA is hsa-miR-450b-3p with sequence UUGGGAUCAUUUUGCAUCCAUA. The protein sequence of the target gene is MDFSKLPKIRDEDKESTFGYVHGVSGPVVTACDMAGAAMYELVRVGHSELVGEIIRLEGDMATIQVYEETSGVSVGDPVLRTGKPLSVELGPGIMGAIFDGIQRPLSDISSQTQSIYIPRGVNVSALSRDIKWEFIPSKNLRVGSHITGGDIYGIVNENSLIKHKIMLPPRNRGSVTYIAPPGNYDASDVVLELEFEGVKEKFSMVQVWPVRQVRPVTEKLPANHPLLTGQRVLDALFPCVQGGTTAIPGAFGCGKTVISQSLSKYSNSDVIIYVGCGERGNEMSEVLRDFPELTMEVDG.... Result: 0 (no interaction).